Dataset: NCI-60 drug combinations with 297,098 pairs across 59 cell lines. Task: Regression. Given two drug SMILES strings and cell line genomic features, predict the synergy score measuring deviation from expected non-interaction effect. Drug 1: C1CCC(CC1)NC(=O)N(CCCl)N=O. Drug 2: CN(CC1=CN=C2C(=N1)C(=NC(=N2)N)N)C3=CC=C(C=C3)C(=O)NC(CCC(=O)O)C(=O)O. Cell line: HOP-62. Synergy scores: CSS=28.7, Synergy_ZIP=-2.19, Synergy_Bliss=-2.91, Synergy_Loewe=-7.55, Synergy_HSA=-0.767.